This data is from Reaction yield outcomes from USPTO patents with 853,638 reactions. The task is: Predict the reaction yield, written as a fraction of the theoretical maximum amount of product (1.0 means a 100% yield; for example, 0.34 means a 34% yield). (1) The reactants are Cl[C:2]1[N:11]=[C:10]([N:12]2[CH2:17][CH2:16][O:15][CH2:14][CH2:13]2)[C:9]2[C:4](=[CH:5][C:6]([C:18]3[CH:19]=[N:20][CH:21]=[N:22][CH:23]=3)=[CH:7][CH:8]=2)[N:3]=1.[CH3:24][N:25]([CH3:53])[C:26](=[O:52])[C:27]1[CH:32]=[CH:31][C:30]([NH:33][C:34]([NH:36][C:37]2[CH:42]=[CH:41][C:40](B3OC(C)(C)C(C)(C)O3)=[CH:39][CH:38]=2)=[O:35])=[CH:29][CH:28]=1.C(=O)([O-])[O-].[Cs+].[Cs+].CN(C=O)C. The catalyst is Cl[Pd](Cl)([P](C1C=CC=CC=1)(C1C=CC=CC=1)C1C=CC=CC=1)[P](C1C=CC=CC=1)(C1C=CC=CC=1)C1C=CC=CC=1.O. The product is [CH3:24][N:25]([CH3:53])[C:26](=[O:52])[C:27]1[CH:32]=[CH:31][C:30]([NH:33][C:34]([NH:36][C:37]2[CH:38]=[CH:39][C:40]([C:2]3[N:11]=[C:10]([N:12]4[CH2:17][CH2:16][O:15][CH2:14][CH2:13]4)[C:9]4[C:4](=[CH:5][C:6]([C:18]5[CH:19]=[N:20][CH:21]=[N:22][CH:23]=5)=[CH:7][CH:8]=4)[N:3]=3)=[CH:41][CH:42]=2)=[O:35])=[CH:29][CH:28]=1. The yield is 0.110. (2) The reactants are C(Cl)CCl.C1C=NC2N(O)N=NC=2C=1.Cl.[NH2:16][C@@H:17]([C:24]1[CH:29]=[CH:28][CH:27]=[C:26]([N+:30]([O-:32])=[O:31])[CH:25]=1)[CH2:18][C:19]([O:21][CH2:22][CH3:23])=[O:20].[C:33]([O:37][C:38]([N:40]([C:67]([O:69][C:70]([CH3:73])([CH3:72])[CH3:71])=[O:68])[C:41]1[C:50]2[C:45](=[CH:46][C:47]([NH:51][CH:52]([C:56]3[CH:61]=[C:60]([CH3:62])[C:59]([CH2:63][CH2:64][OH:65])=[C:58]([CH3:66])[CH:57]=3)[C:53](O)=[O:54])=[CH:48][CH:49]=2)[CH:44]=[CH:43][N:42]=1)=[O:39])([CH3:36])([CH3:35])[CH3:34].C(N(CC)CC)C. The catalyst is CN(C=O)C.CCOC(C)=O. The product is [C:70]([O:69][C:67]([N:40]([C:38]([O:37][C:33]([CH3:36])([CH3:35])[CH3:34])=[O:39])[C:41]1[C:50]2[C:45](=[CH:46][C:47]([NH:51][CH:52]([C:56]3[CH:57]=[C:58]([CH3:66])[C:59]([CH2:63][CH2:64][OH:65])=[C:60]([CH3:62])[CH:61]=3)[C:53]([NH:16][C@@H:17]([C:24]3[CH:29]=[CH:28][CH:27]=[C:26]([N+:30]([O-:32])=[O:31])[CH:25]=3)[CH2:18][C:19]([O:21][CH2:22][CH3:23])=[O:20])=[O:54])=[CH:48][CH:49]=2)[CH:44]=[CH:43][N:42]=1)=[O:68])([CH3:73])([CH3:72])[CH3:71]. The yield is 0.830. (3) The reactants are [C:1]([Si:5]([CH3:18])([CH3:17])[N:6]1[C:10]2=[N:11][CH:12]=[C:13]([CH:15]=[O:16])[CH:14]=[C:9]2[CH:8]=[CH:7]1)([CH3:4])([CH3:3])[CH3:2].[O-:19]Cl=O.[Na+]. The catalyst is C(O)(C)(C)C.CC(=CC)C.O. The product is [C:1]([Si:5]([CH3:18])([CH3:17])[N:6]1[C:10]2=[N:11][CH:12]=[C:13]([C:15]([OH:19])=[O:16])[CH:14]=[C:9]2[CH:8]=[CH:7]1)([CH3:4])([CH3:3])[CH3:2]. The yield is 0.160.